This data is from Catalyst prediction with 721,799 reactions and 888 catalyst types from USPTO. The task is: Predict which catalyst facilitates the given reaction. Reactant: [O:1]1[CH:6]=[CH:5][CH2:4][CH2:3][CH:2]1[CH:7]=O.[CH3:9][NH2:10].[H][H]. Product: [O:1]1[CH:6]=[CH:5][CH2:4][CH2:3][CH:2]1[CH2:7][NH:10][CH3:9]. The catalyst class is: 7.